Dataset: Reaction yield outcomes from USPTO patents with 853,638 reactions. Task: Predict the reaction yield, written as a fraction of the theoretical maximum amount of product (1.0 means a 100% yield; for example, 0.34 means a 34% yield). The reactants are [CH:1]([O:4][C:5]1[CH:10]=[CH:9][C:8]([N:11]2[C:16](=[O:17])[C:15]([CH2:18][C:19]3[CH:24]=[CH:23][C:22]([C:25]4[CH:30]=[CH:29][CH:28]=[CH:27][C:26]=4[C:31]4[NH:35][C:34](=[O:36])[O:33][N:32]=4)=[CH:21][CH:20]=3)=[C:14]([CH2:37][CH2:38][CH3:39])[N:13]=[C:12]2[CH3:40])=[CH:7][CH:6]=1)([CH3:3])[CH3:2].[ClH:41].C(OCC)(=O)C.C(OC(C)C)(C)C. The catalyst is C(OCC)(=O)C. The product is [ClH:41].[CH:1]([O:4][C:5]1[CH:10]=[CH:9][C:8]([N:11]2[C:16](=[O:17])[C:15]([CH2:18][C:19]3[CH:24]=[CH:23][C:22]([C:25]4[CH:30]=[CH:29][CH:28]=[CH:27][C:26]=4[C:31]4[NH:35][C:34](=[O:36])[O:33][N:32]=4)=[CH:21][CH:20]=3)=[C:14]([CH2:37][CH2:38][CH3:39])[N:13]=[C:12]2[CH3:40])=[CH:7][CH:6]=1)([CH3:3])[CH3:2]. The yield is 0.750.